From a dataset of Full USPTO retrosynthesis dataset with 1.9M reactions from patents (1976-2016). Predict the reactants needed to synthesize the given product. (1) Given the product [CH3:15][NH:16][CH:9]1[C:10]2[C:6](=[C:5]([O:4][CH2:3][O:2][CH3:1])[CH:13]=[CH:12][CH:11]=2)[CH2:7][CH2:8]1, predict the reactants needed to synthesize it. The reactants are: [CH3:1][O:2][CH2:3][O:4][C:5]1[CH:13]=[CH:12][CH:11]=[C:10]2[C:6]=1[CH2:7][CH2:8][C:9]2=O.[C:15]([BH3-])#[N:16].[Na+].C(O)(=O)C.O. (2) The reactants are: [CH3:1][C:2]1[N:6]([CH3:7])[C:5]([C:8]2[CH:9]=[C:10]([NH2:14])[CH:11]=[CH:12][CH:13]=2)=[CH:4][N:3]=1.Cl[C:16]1[CH:21]=[C:20]([C:22]2[CH:27]=[CH:26][CH:25]=[CH:24][CH:23]=2)[N:19]=[CH:18][N:17]=1.C(=O)([O-])[O-].[K+].[K+]. Given the product [CH3:1][C:2]1[N:6]([CH3:7])[C:5]([C:8]2[CH:9]=[C:10]([NH:14][C:16]3[CH:21]=[C:20]([C:22]4[CH:27]=[CH:26][CH:25]=[CH:24][CH:23]=4)[N:19]=[CH:18][N:17]=3)[CH:11]=[CH:12][CH:13]=2)=[CH:4][N:3]=1, predict the reactants needed to synthesize it. (3) Given the product [OH:33][CH:32]([C:27]1[CH:28]=[CH:29][CH:30]=[CH:31][N:26]=1)[C:20]([CH3:22])([CH3:21])[C:19]([O:24][CH3:25])=[O:23], predict the reactants needed to synthesize it. The reactants are: C(NC(C)C)(C)C.[Li]CCCC.CCCCCC.[C:19]([O:24][CH3:25])(=[O:23])[CH:20]([CH3:22])[CH3:21].[N:26]1[CH:31]=[CH:30][CH:29]=[CH:28][C:27]=1[CH:32]=[O:33]. (4) Given the product [CH3:22][C:18]1[N:19]=[C:20]([CH3:21])[C:15]2[N:16]([CH:23]=[C:13]([C:7]3[C:8](=[O:12])[O:9][C:10]4[C:5]([CH:6]=3)=[CH:4][CH:3]=[C:2]([C:32]3[CH2:37][CH2:36][N:35]([C:38]([O:40][C:41]([CH3:44])([CH3:43])[CH3:42])=[O:39])[CH2:34][CH:33]=3)[CH:11]=4)[N:14]=2)[CH:17]=1, predict the reactants needed to synthesize it. The reactants are: Br[C:2]1[CH:11]=[C:10]2[C:5]([CH:6]=[C:7]([C:13]3[N:14]=[C:15]4[C:20]([CH3:21])=[N:19][C:18]([CH3:22])=[CH:17][N:16]4[CH:23]=3)[C:8](=[O:12])[O:9]2)=[CH:4][CH:3]=1.CC1(C)C(C)(C)OB([C:32]2[CH2:37][CH2:36][N:35]([C:38]([O:40][C:41]([CH3:44])([CH3:43])[CH3:42])=[O:39])[CH2:34][CH:33]=2)O1.C([O-])([O-])=O.[K+].[K+].ClCCl. (5) Given the product [Si:29]([O:9][CH:6]1[CH2:5][CH:4]([C:10]2[CH:15]=[CH:14][N:13]=[CH:12][C:11]=2[N+:16]([O-:18])=[O:17])[O:3][C:2]([CH3:19])([CH3:1])[CH:7]1[OH:8])([C:25]([CH3:28])([CH3:27])[CH3:26])([CH3:31])[CH3:30], predict the reactants needed to synthesize it. The reactants are: [CH3:1][C:2]1([CH3:19])[CH:7]([OH:8])[CH:6]([OH:9])[CH2:5][CH:4]([C:10]2[CH:15]=[CH:14][N:13]=[CH:12][C:11]=2[N+:16]([O-:18])=[O:17])[O:3]1.N1C=CN=C1.[C:25]([Si:29](Cl)([CH3:31])[CH3:30])([CH3:28])([CH3:27])[CH3:26].O.